From a dataset of NCI-60 drug combinations with 297,098 pairs across 59 cell lines. Regression. Given two drug SMILES strings and cell line genomic features, predict the synergy score measuring deviation from expected non-interaction effect. (1) Drug 1: CC1C(C(CC(O1)OC2CC(OC(C2O)C)OC3=CC4=CC5=C(C(=O)C(C(C5)C(C(=O)C(C(C)O)O)OC)OC6CC(C(C(O6)C)O)OC7CC(C(C(O7)C)O)OC8CC(C(C(O8)C)O)(C)O)C(=C4C(=C3C)O)O)O)O. Drug 2: CN(CCCl)CCCl.Cl. Cell line: ACHN. Synergy scores: CSS=39.2, Synergy_ZIP=5.05, Synergy_Bliss=5.76, Synergy_Loewe=-17.5, Synergy_HSA=-6.30. (2) Drug 1: CC=C1C(=O)NC(C(=O)OC2CC(=O)NC(C(=O)NC(CSSCCC=C2)C(=O)N1)C(C)C)C(C)C. Drug 2: COC1=C2C(=CC3=C1OC=C3)C=CC(=O)O2. Cell line: SNB-75. Synergy scores: CSS=44.7, Synergy_ZIP=-0.372, Synergy_Bliss=-1.89, Synergy_Loewe=-75.1, Synergy_HSA=-3.06. (3) Synergy scores: CSS=37.8, Synergy_ZIP=-0.651, Synergy_Bliss=-2.46, Synergy_Loewe=-1.77, Synergy_HSA=-0.467. Drug 2: C#CCC(CC1=CN=C2C(=N1)C(=NC(=N2)N)N)C3=CC=C(C=C3)C(=O)NC(CCC(=O)O)C(=O)O. Drug 1: CC1CCC2CC(C(=CC=CC=CC(CC(C(=O)C(C(C(=CC(C(=O)CC(OC(=O)C3CCCCN3C(=O)C(=O)C1(O2)O)C(C)CC4CCC(C(C4)OC)OCCO)C)C)O)OC)C)C)C)OC. Cell line: KM12. (4) Drug 1: C1CCN(CC1)CCOC2=CC=C(C=C2)C(=O)C3=C(SC4=C3C=CC(=C4)O)C5=CC=C(C=C5)O. Drug 2: CC1=C2C(C(=O)C3(C(CC4C(C3C(C(C2(C)C)(CC1OC(=O)C(C(C5=CC=CC=C5)NC(=O)C6=CC=CC=C6)O)O)OC(=O)C7=CC=CC=C7)(CO4)OC(=O)C)O)C)OC(=O)C. Cell line: KM12. Synergy scores: CSS=54.1, Synergy_ZIP=3.70, Synergy_Bliss=1.83, Synergy_Loewe=-53.8, Synergy_HSA=-2.39.